This data is from Forward reaction prediction with 1.9M reactions from USPTO patents (1976-2016). The task is: Predict the product of the given reaction. (1) Given the reactants [Cl:1][C:2]1[CH:3]=[C:4]([NH:8][C:9]2[N:14]=[CH:13][N:12]=[C:11]([C:15]3[CH:20]=[CH:19][N:18]=[C:17]([C:21](=O)[CH3:22])[CH:16]=3)[N:10]=2)[CH:5]=[CH:6][CH:7]=1.Cl.[CH3:25][O:26][NH2:27].C([O-])(=O)C.[Na+], predict the reaction product. The product is: [Cl:1][C:2]1[CH:3]=[C:4]([NH:8][C:9]2[N:10]=[C:11]([C:15]3[CH:20]=[CH:19][N:18]=[C:17](/[C:21](=[N:27]/[O:26][CH3:25])/[CH3:22])[CH:16]=3)[N:12]=[CH:13][N:14]=2)[CH:5]=[CH:6][CH:7]=1. (2) Given the reactants C([O:3][C:4](=[O:42])[CH2:5][CH2:6][NH:7][C:8](=[O:41])[C:9]1[CH:14]=[CH:13][C:12]([CH:15]([NH:26][C:27]([NH:29][C:30]2[CH:35]=[CH:34][C:33]([O:36][C:37]([F:40])([F:39])[F:38])=[CH:32][CH:31]=2)=[O:28])[C@H:16]2[CH2:21][CH2:20][C@@H:19]([C:22]([CH3:25])([CH3:24])[CH3:23])[CH2:18][CH2:17]2)=[CH:11][CH:10]=1)C.[OH-].[Na+], predict the reaction product. The product is: [C:22]([C@@H:19]1[CH2:20][CH2:21][C@H:16]([CH:15]([NH:26][C:27]([NH:29][C:30]2[CH:31]=[CH:32][C:33]([O:36][C:37]([F:38])([F:39])[F:40])=[CH:34][CH:35]=2)=[O:28])[C:12]2[CH:13]=[CH:14][C:9]([C:8]([NH:7][CH2:6][CH2:5][C:4]([OH:42])=[O:3])=[O:41])=[CH:10][CH:11]=2)[CH2:17][CH2:18]1)([CH3:25])([CH3:23])[CH3:24]. (3) The product is: [CH2:1]([C@H:8]1[CH2:9][N:10]([C:14]2[CH:23]=[CH:22][C:21]([O:24][CH3:25])=[C:20]3[C:15]=2[CH:16]=[CH:17][C:18]([C:26]([F:29])([F:27])[F:28])=[N:19]3)[CH2:11][CH2:12][N:13]1[C:33](=[O:32])[CH2:34][C:35]1[NH:36][N:37]=[CH:38][N:39]=1)[C:2]1[CH:7]=[CH:6][CH:5]=[CH:4][CH:3]=1. Given the reactants [CH2:1]([C@@H:8]1[NH:13][CH2:12][CH2:11][N:10]([C:14]2[CH:23]=[CH:22][C:21]([O:24][CH3:25])=[C:20]3[C:15]=2[CH:16]=[CH:17][C:18]([C:26]([F:29])([F:28])[F:27])=[N:19]3)[CH2:9]1)[C:2]1[CH:7]=[CH:6][CH:5]=[CH:4][CH:3]=1.C([O:32][C:33](=O)[CH2:34][C:35]1[NH:39][CH:38]=[N:37][N:36]=1)C.[C-]#N.[Na+].CS(C)=O, predict the reaction product.